Dataset: Full USPTO retrosynthesis dataset with 1.9M reactions from patents (1976-2016). Task: Predict the reactants needed to synthesize the given product. (1) Given the product [CH2:16]([O:15][C:11]1[CH:12]=[CH:13][C:8]2[N:7]3[C@H:23]([CH:24]([C:51]([CH3:53])([CH3:52])[CH:54]([CH3:56])[CH3:55])[O:25][SiH:26]([CH3:33])[CH3:34])[CH2:35][NH:36][C:4](=[O:5])[C:6]3=[CH:14][C:9]=2[CH:10]=1)[C:17]1[CH:22]=[CH:21][CH:20]=[CH:19][CH:18]=1, predict the reactants needed to synthesize it. The reactants are: C(O[C:4]([C:6]1[N:7]([C@@H:23]([CH2:35][NH:36]C(OC(C)(C)C)=O)[CH2:24][O:25][Si:26]([CH3:34])([CH3:33])C(C)(C)C(C)C)[C:8]2[C:13]([CH:14]=1)=[CH:12][C:11]([O:15][CH2:16][C:17]1[CH:22]=[CH:21][CH:20]=[CH:19][CH:18]=1)=[CH:10][CH:9]=2)=[O:5])C.N1C=CN=C1.C[Si](Cl)(C)[C:51]([CH:54]([CH3:56])[CH3:55])([CH3:53])[CH3:52]. (2) The reactants are: [N:1]([C@H:4]1[CH2:9][CH2:8][C@H:7]([C:10]2[NH:11][C:12]3[CH:18]=[C:17]([C:19]4[CH:24]=[CH:23][CH:22]=[CH:21][CH:20]=4)[CH:16]=[CH:15][C:13]=3[N:14]=2)[CH2:6][CH2:5]1)=[N+]=[N-].N([C@H]1CC[C@H](C(O)=O)CC1)=[N+]=[N-].C1(C2C=CC(N)=C(N)C=2)C=CC=CC=1.C1(P(C2C=CC=CC=2)C2C=CC=CC=2)C=CC=CC=1.[CH3:70][S:71](Cl)(=[O:73])=[O:72].N. Given the product [CH3:70][S:71]([NH:1][C@H:4]1[CH2:9][CH2:8][C@H:7]([C:10]2[NH:11][C:12]3[CH:18]=[C:17]([C:19]4[CH:24]=[CH:23][CH:22]=[CH:21][CH:20]=4)[CH:16]=[CH:15][C:13]=3[N:14]=2)[CH2:6][CH2:5]1)(=[O:73])=[O:72], predict the reactants needed to synthesize it. (3) Given the product [CH2:3]([O:10][C:11]1[CH:12]=[CH:13][C:14]([C:17]2[N:21]([C:22]3[CH:27]=[CH:26][C:25]([O:28][CH3:29])=[CH:24][CH:23]=3)[N:20]=[C:19]([N:30]([CH3:36])[C:31]([N:33]([CH3:34])[CH3:35])=[O:32])[CH:18]=2)=[CH:15][CH:16]=1)[C:4]1[CH:9]=[CH:8][CH:7]=[CH:6][CH:5]=1, predict the reactants needed to synthesize it. The reactants are: [H-].[Na+].[CH2:3]([O:10][C:11]1[CH:16]=[CH:15][C:14]([C:17]2[N:21]([C:22]3[CH:27]=[CH:26][C:25]([O:28][CH3:29])=[CH:24][CH:23]=3)[N:20]=[C:19]([NH:30][C:31]([N:33]([CH3:35])[CH3:34])=[O:32])[CH:18]=2)=[CH:13][CH:12]=1)[C:4]1[CH:9]=[CH:8][CH:7]=[CH:6][CH:5]=1.[CH3:36]I. (4) Given the product [NH:1]1[C:2]2[CH:7]=[CH:6][N:5]=[CH:4][C:3]=2[N:8]=[C:9]1[C:11]1[C:12](=[O:18])[NH:13][CH:14]=[CH:15][C:16]=1[I:17], predict the reactants needed to synthesize it. The reactants are: [NH2:1][C:2]1[CH:7]=[CH:6][N:5]=[CH:4][C:3]=1[NH:8][C:9]([C:11]1[C:12](=[O:18])[NH:13][CH:14]=[CH:15][C:16]=1[I:17])=O.O=P(Cl)(Cl)Cl.C(=O)(O)[O-].[Na+]. (5) The reactants are: [C:1]1([CH3:23])[CH:6]=[CH:5][C:4]([C@H:7]2[CH2:12][C@@H:11]([C:13]([F:16])([F:15])[F:14])[N:10]3[N:17]=[CH:18][C:19]([C:20]([OH:22])=O)=[C:9]3[NH:8]2)=[CH:3][CH:2]=1.CN(C(ON1N=NC2C=CC=NC1=2)=[N+](C)C)C.F[P-](F)(F)(F)(F)F.C(N(CC)C(C)C)(C)C.[CH3:57][O:58][C:59]1[CH:60]=[C:61]([CH:64]=[CH:65][CH:66]=1)[CH2:62][NH2:63]. Given the product [CH3:57][O:58][C:59]1[CH:60]=[C:61]([CH:64]=[CH:65][CH:66]=1)[CH2:62][NH:63][C:20]([C:19]1[CH:18]=[N:17][N:10]2[C@H:11]([C:13]([F:15])([F:14])[F:16])[CH2:12][C@H:7]([C:4]3[CH:5]=[CH:6][C:1]([CH3:23])=[CH:2][CH:3]=3)[NH:8][C:9]=12)=[O:22], predict the reactants needed to synthesize it.